Dataset: Peptide-MHC class I binding affinity with 185,985 pairs from IEDB/IMGT. Task: Regression. Given a peptide amino acid sequence and an MHC pseudo amino acid sequence, predict their binding affinity value. This is MHC class I binding data. (1) The peptide sequence is WRMLIDFREL. The MHC is Mamu-B08 with pseudo-sequence Mamu-B08. The binding affinity (normalized) is 0.802. (2) The peptide sequence is TLFLLFLEI. The MHC is HLA-A02:01 with pseudo-sequence HLA-A02:01. The binding affinity (normalized) is 0.628. (3) The peptide sequence is PLWESATEV. The MHC is HLA-B08:01 with pseudo-sequence HLA-B08:01. The binding affinity (normalized) is 0.0847.